Dataset: Forward reaction prediction with 1.9M reactions from USPTO patents (1976-2016). Task: Predict the product of the given reaction. (1) Given the reactants [NH:1]1[C:5]2[CH:6]=[CH:7][CH:8]=[CH:9][C:4]=2[N:3]=[N:2]1.[CH3:10][C:11]([CH3:15])([CH3:14])[CH:12]=O.[F:16][C:17]1[CH:18]=[C:19]([CH2:24][C:25]([NH2:27])=[O:26])[CH:20]=[CH:21][C:22]=1[CH3:23], predict the reaction product. The product is: [N:1]1([CH:12]([NH:27][C:25](=[O:26])[CH2:24][C:19]2[CH:20]=[CH:21][C:22]([CH3:23])=[C:17]([F:16])[CH:18]=2)[C:11]([CH3:15])([CH3:14])[CH3:10])[C:5]2[CH:6]=[CH:7][CH:8]=[CH:9][C:4]=2[N:3]=[N:2]1. (2) Given the reactants [CH3:1][N:2]([CH3:20])[C:3]1[N:8]=[CH:7][C:6]([C:9]2[N:13]3[CH:14]=[CH:15][CH:16]=[CH:17][C:12]3=[N:11][C:10]=2[CH2:18][OH:19])=[CH:5][CH:4]=1, predict the reaction product. The product is: [CH3:1][N:2]([CH3:20])[C:3]1[N:8]=[CH:7][C:6]([C:9]2[N:13]3[CH:14]=[CH:15][CH:16]=[CH:17][C:12]3=[N:11][C:10]=2[CH:18]=[O:19])=[CH:5][CH:4]=1.